This data is from Full USPTO retrosynthesis dataset with 1.9M reactions from patents (1976-2016). The task is: Predict the reactants needed to synthesize the given product. Given the product [CH3:21][N:20]([CH:13]([C:14]1[CH:19]=[CH:18][CH:17]=[CH:16][CH:15]=1)[C:1]1[C:10]2[C:5](=[CH:6][CH:7]=[CH:8][CH:9]=2)[CH:4]=[CH:3][C:2]=1[O:11][C:26](=[O:27])[C:25]1[CH:29]=[CH:30][CH:31]=[CH:32][C:24]=1[Cl:23])[CH3:22], predict the reactants needed to synthesize it. The reactants are: [CH:1]1[C:10]2[C:5](=[CH:6][CH:7]=[CH:8][CH:9]=2)[CH:4]=[CH:3][C:2]=1[OH:11].[Cl-].[CH:13](=[N+:20]([CH3:22])[CH3:21])[C:14]1[CH:19]=[CH:18][CH:17]=[CH:16][CH:15]=1.[Cl:23][C:24]1[CH:32]=[CH:31][CH:30]=[CH:29][C:25]=1[C:26](Cl)=[O:27].